Dataset: Peptide-MHC class II binding affinity with 134,281 pairs from IEDB. Task: Regression. Given a peptide amino acid sequence and an MHC pseudo amino acid sequence, predict their binding affinity value. This is MHC class II binding data. (1) The peptide sequence is AFKVAATEANAAPAN. The MHC is DRB1_0701 with pseudo-sequence DRB1_0701. The binding affinity (normalized) is 0.734. (2) The peptide sequence is IVVGRGEQQINHHWHK. The MHC is DRB1_0301 with pseudo-sequence DRB1_0301. The binding affinity (normalized) is 0. (3) The peptide sequence is IYEPTAAAIAYGLDR. The MHC is HLA-DQA10501-DQB10301 with pseudo-sequence HLA-DQA10501-DQB10301. The binding affinity (normalized) is 0.636. (4) The peptide sequence is APSGRIVMELYADVV. The MHC is DRB1_0301 with pseudo-sequence DRB1_0301. The binding affinity (normalized) is 0.239. (5) The peptide sequence is EPKYFAATQFEPLAA. The MHC is HLA-DQA10501-DQB10301 with pseudo-sequence HLA-DQA10501-DQB10301. The binding affinity (normalized) is 0.188. (6) The peptide sequence is VRVDMVRHRIKEHML. The MHC is DRB1_0701 with pseudo-sequence DRB1_0701. The binding affinity (normalized) is 0.515. (7) The peptide sequence is ARILRQLATPISVII. The MHC is DRB3_0202 with pseudo-sequence DRB3_0202. The binding affinity (normalized) is 0.629. (8) The peptide sequence is AERTVTVRRVGPGGRAV. The MHC is DRB1_0405 with pseudo-sequence DRB1_0405. The binding affinity (normalized) is 0.